From a dataset of Forward reaction prediction with 1.9M reactions from USPTO patents (1976-2016). Predict the product of the given reaction. (1) Given the reactants [CH3:1][S:2]([OH:5])(=[O:4])=[O:3].[F:6][CH2:7][C:8]1([C:11]2[CH:12]=[C:13]([NH:23][C:24]([NH:26][C:27]3[C:36]4[C:31](=[CH:32][CH:33]=[CH:34][CH:35]=4)[C:30]([O:37][CH:38]4[CH2:43][CH2:42][N:41]([C:44]([C:46]5([CH3:49])[CH2:48][CH2:47]5)=[O:45])[CH2:40][CH2:39]4)=[N:29][CH:28]=3)=[O:25])[N:14]([C:16]3[CH:21]=[CH:20][C:19]([CH3:22])=[CH:18][CH:17]=3)[N:15]=2)[CH2:10][CH2:9]1, predict the reaction product. The product is: [S:2]([OH:5])(=[O:4])(=[O:3])[CH3:1].[F:6][CH2:7][C:8]1([C:11]2[CH:12]=[C:13]([NH:23][C:24]([NH:26][C:27]3[C:36]4[C:31](=[CH:32][CH:33]=[CH:34][CH:35]=4)[C:30]([O:37][CH:38]4[CH2:39][CH2:40][N:41]([C:44]([C:46]5([CH3:49])[CH2:47][CH2:48]5)=[O:45])[CH2:42][CH2:43]4)=[N:29][CH:28]=3)=[O:25])[N:14]([C:16]3[CH:17]=[CH:18][C:19]([CH3:22])=[CH:20][CH:21]=3)[N:15]=2)[CH2:9][CH2:10]1. (2) Given the reactants C(OC([NH:8][C@@H:9]([C@H:38]([C:40]1[CH:45]=[CH:44][C:43]([C:46]([F:49])([F:48])[F:47])=[CH:42][CH:41]=1)[CH3:39])[CH2:10][N:11]([C:19]1[S:20][C:21]([C:27]2[CH:28]=[C:29]3[C:34](=[CH:35][CH:36]=2)[CH:33]=[N:32][C:31]([F:37])=[CH:30]3)=[C:22]([CH2:24][O:25][CH3:26])[N:23]=1)C(=O)OC(C)(C)C)=O)(C)(C)C.C(O)(C(F)(F)F)=O, predict the reaction product. The product is: [NH2:8][C@@H:9]([C@H:38]([C:40]1[CH:41]=[CH:42][C:43]([C:46]([F:47])([F:49])[F:48])=[CH:44][CH:45]=1)[CH3:39])[CH2:10][NH:11][C:19]1[S:20][C:21]([C:27]2[CH:28]=[C:29]3[C:34](=[CH:35][CH:36]=2)[CH:33]=[N:32][C:31]([F:37])=[CH:30]3)=[C:22]([CH2:24][O:25][CH3:26])[N:23]=1. (3) Given the reactants C1(OC(=O)[N:9]([C:19]2[CH:24]=[C:23]([O:25][C:26]3[CH:31]=[CH:30][C:29]([NH:32][C:33]([C:35]4([C:38](=[O:47])[NH:39][C:40]5[CH:45]=[CH:44][C:43]([F:46])=[CH:42][CH:41]=5)[CH2:37][CH2:36]4)=[O:34])=[CH:28][C:27]=3[F:48])[CH:22]=[CH:21][N:20]=2)[C:10](OC2C=CC=CC=2)=[O:11])C=CC=CC=1.[CH3:50][N:51]1[CH2:56][CH2:55][N:54]([CH:57]2[CH2:62][CH2:61][NH:60][CH2:59][CH2:58]2)[CH2:53][CH2:52]1, predict the reaction product. The product is: [F:48][C:27]1[CH:28]=[C:29]([NH:32][C:33]([C:35]2([C:38]([NH:39][C:40]3[CH:41]=[CH:42][C:43]([F:46])=[CH:44][CH:45]=3)=[O:47])[CH2:36][CH2:37]2)=[O:34])[CH:30]=[CH:31][C:26]=1[O:25][C:23]1[CH:22]=[CH:21][N:20]=[C:19]([NH:9][C:10]([N:60]2[CH2:59][CH2:58][CH:57]([N:54]3[CH2:53][CH2:52][N:51]([CH3:50])[CH2:56][CH2:55]3)[CH2:62][CH2:61]2)=[O:11])[CH:24]=1. (4) Given the reactants [O:1]=[C:2]([C:6]1[N:14]2[C:9]([CH:10]=[CH:11][CH:12]=[CH:13]2)=[CH:8][C:7]=1[C:15]1[CH:20]=[CH:19][CH:18]=[CH:17][CH:16]=1)[C:3](Cl)=[O:4].C([N:23]([CH2:26][CH3:27])CC)C, predict the reaction product. The product is: [O:1]=[C:2]([C:6]1[N:14]2[C:9]([CH:10]=[CH:11][CH:12]=[CH:13]2)=[CH:8][C:7]=1[C:15]1[CH:20]=[CH:19][CH:18]=[CH:17][CH:16]=1)[C:3]([NH:23][C:26]1[CH:27]=[CH:8][C:7]([CH3:15])=[CH:6][CH:2]=1)=[O:4]. (5) Given the reactants [CH2:1]([C:3]1[CH:9]=[CH:8][C:6]([NH2:7])=[CH:5][CH:4]=1)[CH3:2].C(OC(=O)C)(=O)C.[N+:17]([O-])([OH:19])=[O:18], predict the reaction product. The product is: [CH2:1]([C:3]1[CH:9]=[CH:8][C:6]([NH2:7])=[C:5]([N+:17]([O-:19])=[O:18])[CH:4]=1)[CH3:2]. (6) Given the reactants Cl[C:2]1[N:3]=[C:4]([N:14]2[CH2:19][CH2:18][O:17][CH2:16][CH2:15]2)[C:5]2[S:10][C:9]([CH2:11][NH:12][CH3:13])=[CH:8][C:6]=2[N:7]=1.CC1(C)C(C)(C)OB([C:28]2[CH:29]=[C:30]3[CH:36]=[CH:35][NH:34][C:31]3=[N:32][CH:33]=2)O1, predict the reaction product. The product is: [CH3:13][NH:12][CH2:11][C:9]1[S:10][C:5]2[C:4]([N:14]3[CH2:19][CH2:18][O:17][CH2:16][CH2:15]3)=[N:3][C:2]([C:28]3[CH:29]=[C:30]4[CH:36]=[CH:35][NH:34][C:31]4=[N:32][CH:33]=3)=[N:7][C:6]=2[CH:8]=1. (7) Given the reactants [C:1]([N:4]1[CH2:9][CH2:8][N:7]([C:10]2[C:15]([N+:16]([O-])=O)=[CH:14][C:13]([NH:19][C:20]3[N:25]=[C:24]([N:26]4[CH:30]=[C:29]([CH:31]=O)[C:28]([C:33]5[CH:38]=[CH:37][CH:36]=[CH:35][CH:34]=5)=[N:27]4)[CH:23]=[CH:22][N:21]=3)=[C:12]([O:39][CH3:40])[CH:11]=2)[CH2:6][CH2:5]1)(=[O:3])[CH3:2].Cl.[CH3:42][NH:43][CH3:44], predict the reaction product. The product is: [C:1]([N:4]1[CH2:5][CH2:6][N:7]([C:10]2[CH:11]=[C:12]([O:39][CH3:40])[C:13]([NH:19][C:20]3[N:25]=[C:24]([N:26]4[CH:30]=[C:29]([CH2:31][N:43]([CH3:44])[CH3:42])[C:28]([C:33]5[CH:34]=[CH:35][CH:36]=[CH:37][CH:38]=5)=[N:27]4)[CH:23]=[CH:22][N:21]=3)=[CH:14][C:15]=2[NH:16][C:12](=[O:39])[CH:11]=[CH2:10])[CH2:8][CH2:9]1)(=[O:3])[CH3:2]. (8) Given the reactants C1(C([N:6]([C:14]2[CH:19]=[C:18]([O:20][C:21]3[C:26]([CH3:27])=[CH:25][C:24]([N+:28]([O-:30])=[O:29])=[CH:23][N:22]=3)[CH:17]=[CH:16][N:15]=2)[C:7](=[O:13])[O:8][C:9]([CH3:12])([CH3:11])[CH3:10])=O)CC1, predict the reaction product. The product is: [CH3:27][C:26]1[C:21]([O:20][C:18]2[CH:17]=[CH:16][N:15]=[C:14]([NH:6][C:7](=[O:13])[O:8][C:9]([CH3:11])([CH3:10])[CH3:12])[CH:19]=2)=[N:22][CH:23]=[C:24]([N+:28]([O-:30])=[O:29])[CH:25]=1. (9) The product is: [NH2:26][C:23]1[N:24]=[CH:25][C:20]([C:18]2[CH:17]=[N:16][N:15]([C@H:12]3[CH2:13][CH2:14][C@H:9]([OH:8])[CH2:10][CH2:11]3)[CH:19]=2)=[C:21]2[CH:29]=[C:28]([C:39]3[C:40]4[S:44][N:43]=[CH:42][C:41]=4[CH:45]=[CH:46][C:38]=3[C:34]3[CH:35]=[CH:36][CH:37]=[C:32]([F:31])[CH:33]=3)[O:27][C:22]=12. Given the reactants [Si]([O:8][C@H:9]1[CH2:14][CH2:13][C@H:12]([N:15]2[CH:19]=[C:18]([C:20]3[CH:25]=[N:24][C:23]([NH2:26])=[C:22]4[O:27][C:28](Cl)=[CH:29][C:21]=34)[CH:17]=[N:16]2)[CH2:11][CH2:10]1)(C(C)(C)C)(C)C.[F:31][C:32]1[CH:33]=[C:34]([C:38]2[CH:46]=[CH:45][C:41]3[CH:42]=[N:43][S:44][C:40]=3[C:39]=2B2OC(C)(C)C(C)(C)O2)[CH:35]=[CH:36][CH:37]=1, predict the reaction product.